Dataset: Drug-target binding data from BindingDB using IC50 measurements. Task: Regression. Given a target protein amino acid sequence and a drug SMILES string, predict the binding affinity score between them. We predict pIC50 (pIC50 = -log10(IC50 in M); higher means more potent). Dataset: bindingdb_ic50. (1) The small molecule is Cc1ccc(-c2c(/C=C(\C#N)C(=O)NC(C)C)n(CCCO)c3ncnc(N)c23)cc1. The target protein sequence is MQTVGVHSIVQQLHRNSIQFTDGYEVKEDIGVGSYSVVKRCIHKATNMEFAVKIIDKSKRDPTEEIEILLRYGQHPNIITLKDVYDDGKYVYVVTELMKGGELLDKILRQKFFSEREASAVLFTITKTVEYLHAQGVVHRDLKPSNILYVDESGNPESIRICDFGFAKQLRAENGLLMTPCYTANFVAPEVLKRQGYDAACDIWSLGVLLYTMLTGYTPFANGPDDTPEEILARIGSGKFSLSGGYWNSVSDTAKDLVSKMLHVDPHQRLTAALVLRHPWIVHWDQLPQYQLNRQDAPHLVKGAMAATYSALNRNQSPVLEPVGRSTLAQRRGIKKITSTAL. The pIC50 is 5.3. (2) The compound is CCCc1cc(=O)c2c(O)c(OC)c3cc(O)cc(OC)c3c2o1. The target protein (Q9UNQ0) has sequence MSSSNVEVFIPVSQGNTNGFPATASNDLKAFTEGAVLSFHNICYRVKLKSGFLPCRKPVEKEILSNINGIMKPGLNAILGPTGGGKSSLLDVLAARKDPSGLSGDVLINGAPRPANFKCNSGYVVQDDVVMGTLTVRENLQFSAALRLATTMTNHEKNERINRVIQELGLDKVADSKVGTQFIRGVSGGERKRTSIGMELITDPSILFLDEPTTGLDSSTANAVLLLLKRMSKQGRTIIFSIHQPRYSIFKLFDSLTLLASGRLMFHGPAQEALGYFESAGYHCEAYNNPADFFLDIINGDSTAVALNREEDFKATEIIEPSKQDKPLIEKLAEIYVNSSFYKETKAELHQLSGGEKKKKITVFKEISYTTSFCHQLRWVSKRSFKNLLGNPQASIAQIIVTVVLGLVIGAIYFGLKNDSTGIQNRAGVLFFLTTNQCFSSVSAVELFVVEKKLFIHEYISGYYRVSSYFLGKLLSDLLPMRMLPSIIFTCIVYFMLGLK.... The pIC50 is 4.7. (3) The drug is S=c1[nH]ccn1Cc1ccc(Cl)c(Cl)c1. The target protein (P15101) has sequence MQVPSPSVREAASMYGTAVAVFLVILVAALQGSAPAESPFPFHIPLDPEGTLELSWNISYAQETIYFQLLVRELKAGVLFGMSDRGELENADLVVLWTDRDGAYFGDAWSDQKGQVHLDSQQDYQLLRAQRTPEGLYLLFKRPFGTCDPNDYLIEDGTVHLVYGFLEEPLRSLESINTSGLHTGLQRVQLLKPSIPKPALPADTRTMEIRAPDVLIPGQQTTYWCYVTELPDGFPRHHIVMYEPIVTEGNEALVHHMEVFQCAAEFETIPHFSGPCDSKMKPQRLNFCRHVLAAWALGAKAFYYPEEAGLAFGGPGSSRFLRLEVHYHNPLVITGRRDSSGIRLYYTAALRRFDAGIMELGLAYTPVMAIPPQETAFVLTGYCTDKCTQLALPASGIHIFASQLHTHLTGRKVVTVLARDGRETEIVNRDNHYSPHFQEIRMLKKVVSVQPGDVLITSCTYNTEDRRLATVGGFGILEEMCVNYVHYYPQTQLELCKSAV.... The pIC50 is 4.5. (4) The pIC50 is 5.3. The drug is CN(C)C(=O)c1ccc(CN(C)C(=O)CNC(=O)c2nc3ccccc3n2Cc2ccccc2)cc1. The target protein (Q3BCU0) has sequence MASWPPLQLQSSNQSQLFPQNATACDNAPEAWDLLHRVLPTFIISICSFGLLGNLFVLLVFLLPRRRLNVAEIYLANLAASDLVFVLGLPFWAENIWNQFNWPFGALLCRVINGIIKANLFISIFLVVAISQDRYCVLVHPMASRRRQRRRQARVTCVLIWVVGGLLSIPTFLLRSIQAVPDLNITACILLLPHEAWHFARIVELNILAFLLPLAAIIFFNYHILASLRGREEVSRTRCGGSKDSKTTALILTLVVAFLVCWAPYHFFAFLEFLFQVQAVRGCFWEDFIDLGLQLANFLAFTNSSLNPVIYVFAGRLFRTKVWELYKQCTPKSLAPISSSHRKEIFQLFWRN. (5) The small molecule is CN(C)[C@H]1C(=O)C(C(N)=O)C(=O)[C@@]2(O)C(=O)C3C(=O)c4c(O)cccc4[C@@](C)(O)C3C(O)C12. The target protein (P61769) has sequence MSRSVALAVLALLSLSGLEAIQRTPKIQVYSRHPAENGKSNFLNCYVSGFHPSDIEVDLLKNGERIEKVEHSDLSFSKDWSFYLLYYTEFTPTEKDEYACRVNHVTLSQPKIVKWDRDM. The pIC50 is 4.3. (6) The compound is c1ccc2c(c1)[c+]1ccn2Cc2ccc(cc2)Cc2ccc(cc2)Cn2cc[c+](c3ccccc32)NCCCCCCCCCCN1. The target protein (P70604) has sequence MSSCRYNGGVMRPLSNLSSSRRNLHEMDSEAQPLQPPASVVGGGGGASSPSAAAAASSSAPEIVVSKPEHNNSNNLALYGTGGGGSTGGGGGGGGGGGGSGHGSSSGTKSSKKKNQNIGYKLGHRRALFEKRKRLSDYALIFGMFGIVVMVIETELSWGAYDKASLYSLALKCLISLSTIILLGLIIVYHAREIQLFMVDNGADDWRIAMTYERIFFICLEILVCAIHPIPGNYTFTWTARLAFSYAPSTTTADVDIILSIPMFLRLYLIARVMLLHSKLFTDASSRSIGALNKINFNTRFVMKTLMTICPGTVLLVFSISLWIIAAWTVRACERYHDQQDVTSNFLGAMWLISITFLSIGYGDMVPNTYCGKGVCLLTGIMGAGCTALVVAVVARKLELTKAEKHVHNFMMDTQLTKRVKNAAANVLRETWLIYKNTKLVKKIDHAKVRKHQRKFLQAIHQLRSVKMEQRKLNDQANTLVDLAKTQNIMYDMISDLNER.... The pIC50 is 7.1. (7) The drug is Cc1ccc2nc(N3CCCC3)cc(C)c2c1. The target protein (Q9QUQ5) has sequence MAQFYYKRNVNAPYRDRIPLRIVRAESELSPSEKAYLNAVEKGDYASVKKSLEEAEIYFKININCIDPLGRTALLIAIENENLELIELLLSFNVYVGDALLHAIRKEVVGAVELLLNHKKPSGEKQVPPILLDKQFSEFTPDITPIILAAHTNNYEIIKLLVQKGVSVPRPHEVRCNCVECVSSSDVDSLRHSRSRLNIYKALASPSLIALSSEDPFLTAFQLSWELQELSKVENEFKSEYEELSRQCKQFAKDLLDQTRSSRELEIILNYRDDNSLIEEQSGNDLARLKLAIKYRQKEFVAQPNCQQLLASRWYDEFPGWRRRHWAVKMVTCFIIGLLFPVFSVCYLIAPKSPLGLFIRKPFIKFICHTASYLTFLFLLLLASQHIDRSDLNRQGPPPTIVEWMILPWVLGFIWGEIKQMWDGGLQDYIHDWWNLMDFVMNSLYLATISLKIVAFVKYSALNPRESWDMWHPTLVAEALFAIANIFSSLRLISLFTANS.... The pIC50 is 5.4.